This data is from Full USPTO retrosynthesis dataset with 1.9M reactions from patents (1976-2016). The task is: Predict the reactants needed to synthesize the given product. (1) Given the product [NH2:21][C:16]1[CH:17]=[CH:18][CH:19]=[CH:20][C:15]=1[C:14]([NH:13][C:10]1[CH:11]=[N:12][C:7]([O:6][C:5]2[CH:25]=[CH:26][C:2]([Cl:1])=[CH:3][C:4]=2[CH3:27])=[CH:8][CH:9]=1)=[O:24], predict the reactants needed to synthesize it. The reactants are: [Cl:1][C:2]1[CH:26]=[CH:25][C:5]([O:6][C:7]2[N:12]=[CH:11][C:10]([NH:13][C:14](=[O:24])[C:15]3[CH:20]=[CH:19][CH:18]=[CH:17][C:16]=3[N+:21]([O-])=O)=[CH:9][CH:8]=2)=[C:4]([CH3:27])[CH:3]=1.[H][H]. (2) Given the product [NH2:1][C:2]1[C:11]2[N:10]=[CH:9][C:8]([CH2:12][CH2:13][C:14]3[CH:19]=[CH:18][C:17]([CH:20]([NH:33][CH2:32][CH2:31][N:30]([CH2:34][CH3:35])[CH2:28][CH3:29])[CH3:21])=[CH:16][CH:15]=3)=[CH:7][C:6]=2[C:5]2[CH:23]=[CH:24][C:25]([CH3:27])=[CH:26][C:4]=2[N:3]=1, predict the reactants needed to synthesize it. The reactants are: [NH2:1][C:2]1[C:11]2[N:10]=[CH:9][C:8]([CH2:12][CH2:13][C:14]3[CH:19]=[CH:18][C:17]([C:20](=O)[CH3:21])=[CH:16][CH:15]=3)=[CH:7][C:6]=2[C:5]2[CH:23]=[CH:24][C:25]([CH3:27])=[CH:26][C:4]=2[N:3]=1.[CH2:28]([N:30]([CH2:34][CH3:35])[CH2:31][CH2:32][NH2:33])[CH3:29].C(O)(C(F)(F)F)=O. (3) The reactants are: [C:12]([O:11][C:9](O[C:9]([O:11][C:12]([CH3:15])([CH3:14])[CH3:13])=[O:10])=[O:10])([CH3:15])([CH3:14])[CH3:13].[F:16][C:17]1[CH:22]=[CH:21][CH:20]=[CH:19][C:18]=1[NH2:23]. Given the product [F:16][C:17]1[CH:22]=[CH:21][CH:20]=[CH:19][C:18]=1[NH:23][C:9](=[O:10])[O:11][C:12]([CH3:13])([CH3:14])[CH3:15], predict the reactants needed to synthesize it.